Predict the product of the given reaction. From a dataset of Forward reaction prediction with 1.9M reactions from USPTO patents (1976-2016). (1) Given the reactants [C:9](O[C:9]([O:11][C:12]([CH3:15])([CH3:14])[CH3:13])=[O:10])([O:11][C:12]([CH3:15])([CH3:14])[CH3:13])=[O:10].[F:16][CH:17]([F:42])[CH2:18][CH2:19][C:20]([C:31]1[CH:32]=[C:33]2[C:37](=[CH:38][CH:39]=1)[NH:36][C:35](=[O:40])[C:34]2=[O:41])([CH2:26][CH2:27][CH:28]([F:30])[F:29])[C:21]([O:23][CH2:24][CH3:25])=[O:22], predict the reaction product. The product is: [F:30][CH:28]([F:29])[CH2:27][CH2:26][C:20]([C:31]1[CH:32]=[C:33]2[C:37](=[CH:38][CH:39]=1)[N:36]([C:9]([O:11][C:12]([CH3:13])([CH3:14])[CH3:15])=[O:10])[C:35](=[O:40])[C:34]2=[O:41])([C:21]([O:23][CH2:24][CH3:25])=[O:22])[CH2:19][CH2:18][CH:17]([F:16])[F:42]. (2) Given the reactants [Cl:1][C:2]1[CH:7]=[CH:6][C:5]([C:8]2[C:14]3[CH:15]=[C:16]([O:19][CH3:20])[CH:17]=[CH:18][C:13]=3[N:12]3[C:21]([CH3:24])=[N:22][N:23]=[C:11]3[C@H:10]([CH2:25][C:26](O)=[O:27])[N:9]=2)=[CH:4][CH:3]=1.CCN=C=NCCCN(C)C.[NH2:40][CH2:41][CH2:42][O:43][CH2:44][CH2:45][O:46][CH2:47][CH2:48][O:49][CH2:50][CH2:51][O:52][CH2:53][CH2:54][O:55][CH2:56][CH2:57][O:58][CH2:59][CH2:60][O:61][CH2:62][CH2:63][O:64][CH2:65][CH2:66][O:67][CH2:68][CH2:69][OH:70], predict the reaction product. The product is: [Cl:1][C:2]1[CH:7]=[CH:6][C:5]([C:8]2[C:14]3[CH:15]=[C:16]([O:19][CH3:20])[CH:17]=[CH:18][C:13]=3[N:12]3[C:21]([CH3:24])=[N:22][N:23]=[C:11]3[C@H:10]([CH2:25][C:26]([NH:40][CH2:41][CH2:42][O:43][CH2:44][CH2:45][O:46][CH2:47][CH2:48][O:49][CH2:50][CH2:51][O:52][CH2:53][CH2:54][O:55][CH2:56][CH2:57][O:58][CH2:59][CH2:60][O:61][CH2:62][CH2:63][O:64][CH2:65][CH2:66][O:67][CH2:68][CH2:69][OH:70])=[O:27])[N:9]=2)=[CH:4][CH:3]=1. (3) Given the reactants [F:1][C:2]1[C:3]2[CH:13]=[C:12]([C:14]3[CH:19]=[CH:18][CH:17]=[CH:16][CH:15]=3)[CH:11]=[CH:10][C:4]=2[S:5][C:6]=1[C:7](O)=[O:8].C(Cl)(C([Cl:24])=O)=O.CN(C=O)C, predict the reaction product. The product is: [F:1][C:2]1[C:3]2[CH:13]=[C:12]([C:14]3[CH:19]=[CH:18][CH:17]=[CH:16][CH:15]=3)[CH:11]=[CH:10][C:4]=2[S:5][C:6]=1[C:7]([Cl:24])=[O:8]. (4) Given the reactants [C:1]([C:4]1[C:5](=[O:33])[N:6]([CH2:10][C@H:11]2[C@H:17]([C:18]3[CH:23]=[CH:22][C:21]([Cl:24])=[C:20]([F:25])[CH:19]=3)[O:16][CH2:15][CH2:14][N:13](C(OC(C)(C)C)=O)[CH2:12]2)[CH:7]=[CH:8][CH:9]=1)(=S)[NH2:2].[C:34]([O:38]C)(=O)[NH:35][NH2:36], predict the reaction product. The product is: [ClH:24].[Cl:24][C:21]1[CH:22]=[CH:23][C:18]([C@@H:17]2[O:16][CH2:15][CH2:14][NH:13][CH2:12][C@H:11]2[CH2:10][N:6]2[CH:7]=[CH:8][CH:9]=[C:4]([C:1]3[NH:2][C:34](=[O:38])[NH:35][N:36]=3)[C:5]2=[O:33])=[CH:19][C:20]=1[F:25].